Dataset: Full USPTO retrosynthesis dataset with 1.9M reactions from patents (1976-2016). Task: Predict the reactants needed to synthesize the given product. Given the product [NH2:11][CH:10]([CH2:15][C:16]1[CH:21]=[CH:20][C:19]([C:22]([F:25])([F:24])[F:23])=[CH:18][CH:17]=1)[CH:9]([C:3]1[CH:4]=[CH:5][C:6]([F:8])=[CH:7][C:2]=1[F:1])[OH:13], predict the reactants needed to synthesize it. The reactants are: [F:1][C:2]1[CH:7]=[C:6]([F:8])[CH:5]=[CH:4][C:3]=1[CH:9]1[O:13]C(=O)[NH:11][CH:10]1[CH2:15][C:16]1[CH:21]=[CH:20][C:19]([C:22]([F:25])([F:24])[F:23])=[CH:18][CH:17]=1.[OH-].[Na+].